This data is from Reaction yield outcomes from USPTO patents with 853,638 reactions. The task is: Predict the reaction yield, written as a fraction of the theoretical maximum amount of product (1.0 means a 100% yield; for example, 0.34 means a 34% yield). (1) The reactants are [H-].[Al+3].[Li+].[H-].[H-].[H-].[C:7]1([CH2:17][C:18](O)=[O:19])[CH:12]=[CH:11][CH:10]=[C:9]([CH2:13][C:14](O)=[O:15])[CH:8]=1. The catalyst is C1COCC1. The product is [C:9]1([CH2:13][CH2:14][OH:15])[CH:10]=[CH:11][CH:12]=[C:7]([CH2:17][CH2:18][OH:19])[CH:8]=1. The yield is 0.620. (2) The reactants are Cl[C:2]1[CH:3]=[CH:4][N:5]2[C:10]([C:11]=1[CH3:12])=[C:9]([CH:13]1[CH2:15][CH2:14]1)[CH:8]=[C:7]([C:16]([O:18][CH3:19])=[O:17])[C:6]2=[O:20].[F:21][C:22]1[CH:23]=[N:24][CH:25]=[CH:26][C:27]=1B(O)O. No catalyst specified. The product is [F:21][C:22]1[CH:23]=[N:24][CH:25]=[CH:26][C:27]=1[C:2]1[CH:3]=[CH:4][N:5]2[C:10]([C:11]=1[CH3:12])=[C:9]([CH:13]1[CH2:15][CH2:14]1)[CH:8]=[C:7]([C:16]([O:18][CH3:19])=[O:17])[C:6]2=[O:20]. The yield is 0.650. (3) The reactants are [C:1]([C:5]1[CH:10]=[C:9]([C:11]([CH3:14])([CH3:13])[CH3:12])[CH:8]=[CH:7][C:6]=1[OH:15])([CH3:4])([CH3:3])[CH3:2].[CH:16](=O)[C:17]1[CH:22]=[CH:21][CH:20]=[CH:19][CH:18]=1.[CH3:24][NH:25][CH3:26]. No catalyst specified. The product is [C:1]([C:5]1[CH:10]=[C:9]([C:11]([CH3:14])([CH3:13])[CH3:12])[CH:8]=[C:7]([CH:16]([N:25]([CH3:26])[CH3:24])[C:17]2[CH:22]=[CH:21][CH:20]=[CH:19][CH:18]=2)[C:6]=1[OH:15])([CH3:4])([CH3:3])[CH3:2]. The yield is 0.770. (4) The reactants are [CH3:1][O:2][C:3]([C:5]1[CH:15]=[C:14]([OH:16])[C:8]2[CH2:9][C:10]([CH3:13])([CH3:12])[O:11][C:7]=2[CH:6]=1)=[O:4].Br[CH2:18][CH:19]([CH3:21])[CH3:20].C(=O)([O-])[O-].[Cs+].[Cs+]. The catalyst is CN(C=O)C. The product is [CH3:1][O:2][C:3]([C:5]1[CH:15]=[C:14]([O:16][CH2:18][CH:19]([CH3:21])[CH3:20])[C:8]2[CH2:9][C:10]([CH3:13])([CH3:12])[O:11][C:7]=2[CH:6]=1)=[O:4]. The yield is 0.920. (5) The reactants are [BH4-].[Na+].[Br:3][C:4]1[CH:5]=[C:6]([CH:20]=[CH:21][CH:22]=1)[CH2:7][N:8]([CH3:19])[CH2:9][C:10]([C:12]1[CH:17]=[CH:16][C:15]([CH3:18])=[CH:14][CH:13]=1)=[O:11]. The catalyst is CO. The product is [Br:3][C:4]1[CH:5]=[C:6]([CH:20]=[CH:21][CH:22]=1)[CH2:7][N:8]([CH3:19])[CH2:9][CH:10]([C:12]1[CH:13]=[CH:14][C:15]([CH3:18])=[CH:16][CH:17]=1)[OH:11]. The yield is 0.930. (6) The reactants are [O:1]1[C:6]2[CH:7]=[CH:8][C:9]([OH:11])=[CH:10][C:5]=2[O:4][CH2:3][CH2:2]1.C([Mg]Cl)(C)C.[Br:17][C:18]1[CH:26]=[CH:25][CH:24]=[C:23]2[C:19]=1[C:20](=[O:29])[C:21](=[O:28])[N:22]2[CH3:27].Cl. The catalyst is ClCCl. The product is [Br:17][C:18]1[CH:26]=[CH:25][CH:24]=[C:23]2[C:19]=1[C:20]([OH:29])([C:8]1[C:9]([OH:11])=[CH:10][C:5]3[O:4][CH2:3][CH2:2][O:1][C:6]=3[CH:7]=1)[C:21](=[O:28])[N:22]2[CH3:27]. The yield is 0.800. (7) The reactants are [F:1][C:2]1[C:10]([C:11]2[CH:16]=[CH:15][C:14]([C:17]3([CH2:21][OH:22])[CH2:20][CH2:19][CH2:18]3)=[CH:13][CH:12]=2)=[C:9]([F:23])[CH:8]=[C:7]2[C:3]=1[C:4]([CH:24]=[O:25])=[CH:5][NH:6]2.CC(=CC)C.Cl([O-])=[O:32].[Na+].P([O-])(O)(O)=O.[Na+].S([O-])([O-])=O.[Na+].[Na+]. The catalyst is C(#N)C.C(O)(C)(C)C.O. The product is [F:1][C:2]1[C:10]([C:11]2[CH:12]=[CH:13][C:14]([C:17]3([CH2:21][OH:22])[CH2:18][CH2:19][CH2:20]3)=[CH:15][CH:16]=2)=[C:9]([F:23])[CH:8]=[C:7]2[C:3]=1[C:4]([C:24]([OH:32])=[O:25])=[CH:5][NH:6]2. The yield is 0.420. (8) The reactants are [Cl:1][C:2]1[C:3]([N:17]2[CH2:22][CH2:21][CH2:20][C@@H:19]([N:23](C)[C:24](=O)OC(C)(C)C)[CH2:18]2)=[C:4]2[C:10]([NH:11][C:12](=[O:16])[CH:13]([CH3:15])[CH3:14])=[CH:9][NH:8][C:5]2=[N:6][CH:7]=1.C(O)(C(F)(F)F)=O. The catalyst is C(Cl)Cl. The product is [ClH:1].[Cl:1][C:2]1[C:3]([N:17]2[CH2:22][CH2:21][CH2:20][C@@H:19]([NH:23][CH3:24])[CH2:18]2)=[C:4]2[C:10]([NH:11][C:12](=[O:16])[CH:13]([CH3:15])[CH3:14])=[CH:9][NH:8][C:5]2=[N:6][CH:7]=1. The yield is 0.890.